This data is from Reaction yield outcomes from USPTO patents with 853,638 reactions. The task is: Predict the reaction yield, written as a fraction of the theoretical maximum amount of product (1.0 means a 100% yield; for example, 0.34 means a 34% yield). (1) The reactants are N[C:2]1[CH:9]=[CH:8][C:7]([Br:10])=[CH:6][C:3]=1[C:4]#[N:5].N(OC(C)(C)C)=O.[I:18]I.[O-]S([O-])=O.[Na+].[Na+]. The catalyst is C(#N)C. The product is [Br:10][C:7]1[CH:8]=[CH:9][C:2]([I:18])=[C:3]([CH:6]=1)[C:4]#[N:5]. The yield is 0.650. (2) The reactants are [F:1][C:2]1[C:25]([O:26][CH3:27])=[CH:24][CH:23]=[C:22]([F:28])[C:3]=1[CH2:4][O:5][C:6]1[C:7]2[N:8]([C:13]([C:17]([O:19]CC)=[O:18])=[C:14]([CH3:16])[N:15]=2)[CH:9]=[C:10]([CH3:12])[CH:11]=1.[OH-].[Na+].Cl. The catalyst is O1CCOCC1. The product is [F:1][C:2]1[C:25]([O:26][CH3:27])=[CH:24][CH:23]=[C:22]([F:28])[C:3]=1[CH2:4][O:5][C:6]1[C:7]2[N:8]([C:13]([C:17]([OH:19])=[O:18])=[C:14]([CH3:16])[N:15]=2)[CH:9]=[C:10]([CH3:12])[CH:11]=1. The yield is 0.520. (3) The reactants are [Cl:1][C:2]1[C:10]2[N:9]=[C:8]([NH:11][C:12]3[CH:17]=[CH:16][C:15]([Cl:18])=[CH:14][C:13]=3[Cl:19])[N:7]([CH2:20][C:21]([O:23]C(C)C)=[O:22])[C:6]=2[C:5]([CH:27]([CH2:30][CH3:31])[CH2:28][CH3:29])=[CH:4][CH:3]=1.[OH-].[Na+]. The catalyst is CO. The product is [Cl:1][C:2]1[C:10]2[N:9]=[C:8]([NH:11][C:12]3[CH:17]=[CH:16][C:15]([Cl:18])=[CH:14][C:13]=3[Cl:19])[N:7]([CH2:20][C:21]([OH:23])=[O:22])[C:6]=2[C:5]([CH:27]([CH2:30][CH3:31])[CH2:28][CH3:29])=[CH:4][CH:3]=1. The yield is 0.690.